Dataset: Full USPTO retrosynthesis dataset with 1.9M reactions from patents (1976-2016). Task: Predict the reactants needed to synthesize the given product. Given the product [Cl:1][C:2]1[C:11]([NH2:12])=[C:10]([NH:15][CH2:16][CH:17]2[CH2:22][CH2:21][O:20][CH2:19][CH2:18]2)[C:9]2[C:4](=[CH:5][CH:6]=[CH:7][CH:8]=2)[N:3]=1, predict the reactants needed to synthesize it. The reactants are: [Cl:1][C:2]1[C:11]([N+:12]([O-])=O)=[C:10]([NH:15][CH2:16][CH:17]2[CH2:22][CH2:21][O:20][CH2:19][CH2:18]2)[C:9]2[C:4](=[CH:5][CH:6]=[CH:7][CH:8]=2)[N:3]=1.S([O-])([O-])(=O)=O.[Mg+2].